The task is: Predict which catalyst facilitates the given reaction.. This data is from Catalyst prediction with 721,799 reactions and 888 catalyst types from USPTO. (1) Reactant: C(OC([NH:8][C@H:9]([CH3:40])[C:10]([O:12][C@@H:13]1[CH2:29][C@@H:28]2[C@@:16]([CH3:39])([C@@H:17]3[C@@H:25]([CH2:26][CH2:27]2)[C@:24]2(O)[C@@:20]([CH3:38])([C@@H:21]([C:31]4[CH:32]=[CH:33][C:34](=[O:37])[O:35][CH:36]=4)[CH2:22][CH2:23]2)[CH2:19][CH2:18]3)[CH2:15][CH2:14]1)=[O:11])=O)(C)(C)C.Cl. Product: [NH2:8][C@H:9]([CH3:40])[C:10]([O:12][C@@H:13]1[CH2:29][C@@H:28]2[C@@:16]([CH3:39])([C@@H:17]3[C@@H:25]([CH2:26][CH2:27]2)[C:24]2[C@@:20]([CH3:38])([C@@H:21]([C:31]4[CH:32]=[CH:33][C:34](=[O:37])[O:35][CH:36]=4)[CH2:22][CH:23]=2)[CH2:19][CH2:18]3)[CH2:15][CH2:14]1)=[O:11]. The catalyst class is: 25. (2) Reactant: [CH2:1]([C:4]1([NH2:20])[CH2:11][CH2:10][CH2:9][CH:8]([O:12][Si](C(C)(C)C)(C)C)[CH2:7][CH2:6][CH2:5]1)[CH:2]=[CH2:3]. Product: [NH2:20][C:4]1([CH2:1][CH2:2][CH3:3])[CH2:11][CH2:10][CH2:9][CH:8]([OH:12])[CH2:7][CH2:6][CH2:5]1. The catalyst class is: 19. (3) Reactant: [CH2:1]([O:8][C:9]1[CH:24]=[CH:23][C:12]([O:13][C:14]2[CH:19]=[CH:18][C:17]([N+:20]([O-])=O)=[CH:16][N:15]=2)=[CH:11][CH:10]=1)[C:2]1[CH:7]=[CH:6][CH:5]=[CH:4][CH:3]=1.C(O)(=O)C. Product: [CH2:1]([O:8][C:9]1[CH:24]=[CH:23][C:12]([O:13][C:14]2[N:15]=[CH:16][C:17]([NH2:20])=[CH:18][CH:19]=2)=[CH:11][CH:10]=1)[C:2]1[CH:3]=[CH:4][CH:5]=[CH:6][CH:7]=1. The catalyst class is: 284. (4) Reactant: CC(C)([O-])C.[K+].[C:7]([CH2:9]P(=O)(OCC)OCC)#[N:8].[Cl:18][C:19]1[CH:24]=[CH:23][C:22]([S:25]([C:28]2([C:35]3[CH:40]=[C:39]([F:41])[CH:38]=[CH:37][C:36]=3[F:42])[CH2:33][CH2:32][C:31](=O)[CH2:30][CH2:29]2)(=[O:27])=[O:26])=[CH:21][CH:20]=1.C(OC(C)C)(=O)C. Product: [Cl:18][C:19]1[CH:20]=[CH:21][C:22]([S:25]([C:28]2([C:35]3[CH:40]=[C:39]([F:41])[CH:38]=[CH:37][C:36]=3[F:42])[CH2:29][CH2:30][C:31](=[CH:9][C:7]#[N:8])[CH2:32][CH2:33]2)(=[O:26])=[O:27])=[CH:23][CH:24]=1. The catalyst class is: 30. (5) Reactant: [C:1]1([CH2:7][S:8](Cl)(=[O:10])=[O:9])[CH:6]=[CH:5][CH:4]=[CH:3][CH:2]=1.[NH:12]1[CH2:17][CH2:16][CH2:15][CH:14]([C:18]([O:20][CH2:21][CH2:22][CH2:23][CH2:24][C:25]2[CH:30]=[CH:29][CH:28]=[CH:27][CH:26]=2)=[O:19])[NH:13]1.C(N(CC)CC)C. Product: [CH2:7]([S:8]([N:13]1[CH:14]([C:18]([O:20][CH2:21][CH2:22][CH2:23][CH2:24][C:25]2[CH:26]=[CH:27][CH:28]=[CH:29][CH:30]=2)=[O:19])[CH2:15][CH2:16][CH2:17][NH:12]1)(=[O:10])=[O:9])[C:1]1[CH:6]=[CH:5][CH:4]=[CH:3][CH:2]=1. The catalyst class is: 2.